The task is: Predict the product of the given reaction.. This data is from Forward reaction prediction with 1.9M reactions from USPTO patents (1976-2016). (1) The product is: [CH2:22]([C:2]1[C:15]2[C:6](=[N:7][C:8]3[C:9]4[CH:19]=[C:18]([CH3:20])[CH:17]=[C:16]([CH3:21])[C:10]=4[CH2:11][CH2:12][C:13]=3[CH:14]=2)[CH:5]=[CH:4][CH:3]=1)[CH:23]([CH3:25])[CH3:24]. Given the reactants Cl[C:2]1[C:15]2[C:6](=[N:7][C:8]3[C:9]4[CH:19]=[C:18]([CH3:20])[CH:17]=[C:16]([CH3:21])[C:10]=4[CH2:11][CH2:12][C:13]=3[CH:14]=2)[CH:5]=[CH:4][CH:3]=1.[CH2:22](B(O)O)[CH:23]([CH3:25])[CH3:24].CC(C)=O, predict the reaction product. (2) Given the reactants [NH:1]([C:3]1[CH:7]=[CH:6][S:5][C:4]=1[C:8]([O:10][CH3:11])=[O:9])[NH2:2].[CH:12](=O)[C:13]1[CH:18]=[CH:17][CH:16]=[CH:15][CH:14]=1, predict the reaction product. The product is: [CH:12](=[N:2]/[NH:1][C:3]1[CH:7]=[CH:6][S:5][C:4]=1[C:8]([O:10][CH3:11])=[O:9])\[C:13]1[CH:18]=[CH:17][CH:16]=[CH:15][CH:14]=1. (3) Given the reactants [CH3:1][C@@:2]12[CH2:24][CH2:23][C@:22]3([CH3:25])[C:8](=[CH:9][C:10]([C@H:12]4[C@@:21]3([CH3:26])[CH2:20][CH2:19][C@@H:18]3[C@:13]4([CH3:54])[CH2:14][CH2:15][C@H:16]([O:29][C@H:30]4[O:35][C@H](C(O)=O)[C@@H](O)[C@H](O)[C@H:31]4O[C@@H]4O[C@H](C(O)=O)[C@@H](O)[C@H](O)[C@H]4O)[C:17]3([CH3:28])[CH3:27])=[O:11])[C@@H:7]1[CH2:6][C@:5]([C:56]([OH:58])=[O:57])([CH3:55])[CH2:4][CH2:3]2.[CH3:59][C:60]1(C)[CH2:65]C(=O)[O:63][C:61]1=[O:62].Cl, predict the reaction product. The product is: [C:56]([C@:5]1([CH3:55])[CH2:6][C@@H:7]2[C@@:2]([CH3:1])([CH2:24][CH2:23][C@:22]3([CH3:25])[C:8]2=[CH:9][C:10](=[O:11])[C@H:12]2[C@@:21]3([CH3:26])[CH2:20][CH2:19][C@@H:18]3[C@:13]2([CH3:54])[CH2:14][CH2:15][C@H:16]([O:29][C:30](=[O:35])[CH2:31][C:60]([CH3:65])([CH3:59])[C:61]([OH:63])=[O:62])[C:17]3([CH3:28])[CH3:27])[CH2:3][CH2:4]1)([OH:58])=[O:57]. (4) Given the reactants C(O[C:6]([N:8]1[CH2:13][CH2:12][CH:11]([O:14][C:15]2[CH:20]=[CH:19][C:18]([N+:21]([O-:23])=[O:22])=[CH:17][C:16]=2[Cl:24])[CH2:10][CH:9]1[CH3:25])=O)(C)(C)C.C=O.C(=O)([O-])[O-].[K+].[K+], predict the reaction product. The product is: [Cl:24][C:16]1[CH:17]=[C:18]([N+:21]([O-:23])=[O:22])[CH:19]=[CH:20][C:15]=1[O:14][CH:11]1[CH2:12][CH2:13][N:8]([CH3:6])[CH:9]([CH3:25])[CH2:10]1. (5) Given the reactants Cl[C:2]1[CH:7]=[CH:6][C:5]([N+:8]([O-])=O)=[CH:4][N:3]=1.C(NC1N=CC([CH2:21][C:22]([OH:24])=[O:23])=CC=1)(=O)C.[Cl-].C(OCC)(=O)[CH2:27][C:28](OCC)=[O:29], predict the reaction product. The product is: [C:28]([NH:8][C:5]1[CH:6]=[CH:7][C:2]([CH2:21][C:22]([OH:24])=[O:23])=[N:3][CH:4]=1)(=[O:29])[CH3:27].